Dataset: Catalyst prediction with 721,799 reactions and 888 catalyst types from USPTO. Task: Predict which catalyst facilitates the given reaction. (1) Reactant: [CH3:1][O:2][C:3](=[O:19])[C:4]1[CH:9]=[CH:8][C:7]([NH:10][C:11]2[CH:16]=[CH:15][N:14]=[C:13]([Br:17])[CH:12]=2)=[C:6]([NH2:18])[CH:5]=1.[CH:20](OC)(OC)OC.C1(C)C=CC(S(O)(=O)=O)=CC=1. Product: [CH3:1][O:2][C:3]([C:4]1[CH:9]=[CH:8][C:7]2[N:10]([C:11]3[CH:16]=[CH:15][N:14]=[C:13]([Br:17])[CH:12]=3)[CH:20]=[N:18][C:6]=2[CH:5]=1)=[O:19]. The catalyst class is: 1. (2) Reactant: [CH3:1][N:2]([CH3:6])[CH2:3][CH2:4][NH2:5].[Cl:7][C:8]1[S:12][C:11]([S:13](Cl)(=[O:15])=[O:14])=[CH:10][CH:9]=1.C(N(CC)CC)C. Product: [CH3:1][N:2]([CH3:6])[CH2:3][CH2:4][NH:5][S:13]([C:11]1[S:12][C:8]([Cl:7])=[CH:9][CH:10]=1)(=[O:15])=[O:14]. The catalyst class is: 1.